This data is from Forward reaction prediction with 1.9M reactions from USPTO patents (1976-2016). The task is: Predict the product of the given reaction. (1) Given the reactants C([SiH2][O:6][C:7](C)(C)[C:8]1[CH:9]=[C:10]([C:14]2[CH:15]=[C:16]3[C:21](=[N:22][CH:23]=2)[N:20]([C:24]([NH2:26])=[O:25])[CH2:19][CH2:18][CH2:17]3)[CH:11]=[N:12][CH:13]=1)(C)(C)C.N1C=CC=CC=1.C([O-])(O)=O.[Na+].O, predict the reaction product. The product is: [OH:6][CH2:7][C:8]1[CH:9]=[C:10]([C:14]2[CH:15]=[C:16]3[C:21](=[N:22][CH:23]=2)[N:20]([C:24]([NH2:26])=[O:25])[CH2:19][CH2:18][CH2:17]3)[CH:11]=[N:12][CH:13]=1. (2) The product is: [F:16][C:15]([F:18])([F:17])[O:14][C:11]1[CH:12]=[CH:13][C:8]([C:5]2[CH:4]=[N:3][C:2]([C:24]3[CH:25]=[CH:26][C:21]([CH:19]=[O:20])=[CH:22][CH:23]=3)=[N:7][CH:6]=2)=[CH:9][CH:10]=1. Given the reactants Cl[C:2]1[N:7]=[CH:6][C:5]([C:8]2[CH:13]=[CH:12][C:11]([O:14][C:15]([F:18])([F:17])[F:16])=[CH:10][CH:9]=2)=[CH:4][N:3]=1.[CH:19]([C:21]1[CH:26]=[CH:25][C:24](B(O)O)=[CH:23][CH:22]=1)=[O:20].C(=O)([O-])[O-].[K+].[K+], predict the reaction product.